Dataset: Forward reaction prediction with 1.9M reactions from USPTO patents (1976-2016). Task: Predict the product of the given reaction. Given the reactants [CH3:1][C:2]1([CH3:10])[CH2:8][C:7](=[O:9])[O:6][C:4](=[O:5])[CH2:3]1.[CH3:11][C:12]([O-:15])([CH3:14])[CH3:13].[K+], predict the reaction product. The product is: [C:12]([O:15][C:7](=[O:9])[CH2:8][C:2]([CH3:10])([CH3:1])[CH2:3][C:4]([OH:6])=[O:5])([CH3:14])([CH3:13])[CH3:11].